Task: Predict which catalyst facilitates the given reaction.. Dataset: Catalyst prediction with 721,799 reactions and 888 catalyst types from USPTO Reactant: [N:1]1([C:7]2[CH:12]=[CH:11][C:10]([C:13]3[C:21]4[S:20][C:19]([C:22]([O:24]C)=[O:23])=[CH:18][C:17]=4[CH:16]=[CH:15][CH:14]=3)=[CH:9][CH:8]=2)[CH2:6][CH2:5][O:4][CH2:3][CH2:2]1.[OH-].[K+]. Product: [N:1]1([C:7]2[CH:12]=[CH:11][C:10]([C:13]3[C:21]4[S:20][C:19]([C:22]([OH:24])=[O:23])=[CH:18][C:17]=4[CH:16]=[CH:15][CH:14]=3)=[CH:9][CH:8]=2)[CH2:6][CH2:5][O:4][CH2:3][CH2:2]1. The catalyst class is: 5.